Dataset: Forward reaction prediction with 1.9M reactions from USPTO patents (1976-2016). Task: Predict the product of the given reaction. (1) Given the reactants [CH3:1][S:2]([C:5]1[CH:10]=[CH:9][C:8]([C:11]2[CH:12]=[C:13]([N+:32]([O-:34])=[O:33])[C:14]([O:17][CH2:18][CH:19]3[CH2:24][CH2:23][N:22](C(OC(C)(C)C)=O)[CH2:21][CH2:20]3)=[N:15][CH:16]=2)=[CH:7][CH:6]=1)(=[O:4])=[O:3].C(O)(C(F)(F)F)=O, predict the reaction product. The product is: [CH3:1][S:2]([C:5]1[CH:10]=[CH:9][C:8]([C:11]2[CH:12]=[C:13]([N+:32]([O-:34])=[O:33])[C:14]([O:17][CH2:18][CH:19]3[CH2:20][CH2:21][NH:22][CH2:23][CH2:24]3)=[N:15][CH:16]=2)=[CH:7][CH:6]=1)(=[O:4])=[O:3]. (2) Given the reactants [Br:1][C:2]1[CH:27]=[CH:26][C:5]2[N:6]([C:9]3[S:13][C:12]([C:14]([O:16][CH3:17])=[O:15])=[C:11]([O:18]CC4C=CC=CC=4)[CH:10]=3)[CH:7]=[N:8][C:4]=2[CH:3]=1, predict the reaction product. The product is: [Br:1][C:2]1[CH:27]=[CH:26][C:5]2[N:6]([C:9]3[S:13][C:12]([C:14]([O:16][CH3:17])=[O:15])=[C:11]([OH:18])[CH:10]=3)[CH:7]=[N:8][C:4]=2[CH:3]=1.